From a dataset of Catalyst prediction with 721,799 reactions and 888 catalyst types from USPTO. Predict which catalyst facilitates the given reaction. (1) Reactant: [Cl:1]N1C(=O)CCC1=O.CN(C=O)C.[CH:14]1([C:17]2[CH:22]=[C:21]([C:23]([O:25][CH3:26])=[O:24])[C:20]([OH:27])=[CH:19][C:18]=2[C:28]2[CH:33]=[CH:32][C:31]([F:34])=[CH:30][C:29]=2[F:35])[CH2:16][CH2:15]1. Product: [Cl:1][C:19]1[C:20]([OH:27])=[C:21]([C:23]([O:25][CH3:26])=[O:24])[CH:22]=[C:17]([CH:14]2[CH2:16][CH2:15]2)[C:18]=1[C:28]1[CH:33]=[CH:32][C:31]([F:34])=[CH:30][C:29]=1[F:35]. The catalyst class is: 6. (2) Reactant: [C:1]([O:5][C:6]([N:8]1[C@@H:12]([CH:13]=O)[CH2:11][O:10][C:9]1([CH3:16])[CH3:15])=[O:7])([CH3:4])([CH3:3])[CH3:2].C1(P(C2C=CC=CC=2)C2C=CC=CC=2)C=CC=CC=1.[C:36](Br)(Br)([Br:38])[Br:37]. Product: [C:1]([O:5][C:6]([N:8]1[C@@H:12]([CH:13]=[C:36]([Br:38])[Br:37])[CH2:11][O:10][C:9]1([CH3:16])[CH3:15])=[O:7])([CH3:4])([CH3:3])[CH3:2]. The catalyst class is: 4. (3) Product: [C:17]([NH:16][C:14](=[O:15])[N:13]([CH2:12][C:9]1[CH:8]=[CH:7][C:6]([CH:5]=[CH:4][C:3]([NH:38][OH:39])=[O:2])=[CH:11][CH:10]=1)[CH2:25][CH2:26][C:27]1[C:35]2[C:30](=[CH:31][CH:32]=[CH:33][CH:34]=2)[NH:29][CH:28]=1)(=[O:24])[C:18]1[CH:19]=[CH:20][CH:21]=[CH:22][CH:23]=1. The catalyst class is: 24. Reactant: C[O:2][C:3](=O)[CH:4]=[CH:5][C:6]1[CH:11]=[CH:10][C:9]([CH2:12][N:13]([CH2:25][CH2:26][C:27]2[C:35]3[C:30](=[CH:31][CH:32]=[CH:33][CH:34]=3)[NH:29][CH:28]=2)[C:14]([NH:16][C:17](=[O:24])[C:18]2[CH:23]=[CH:22][CH:21]=[CH:20][CH:19]=2)=[O:15])=[CH:8][CH:7]=1.Cl.[NH2:38][OH:39].C[O-].[Na+].C(=O)=O.Cl. (4) Reactant: ClC1[N:3]=[C:4]2[C:9](=CC=1)N=[C:7]([C:12]1C=CC(C3(NC(=O)OC(C)(C)C)CCC3)=[CH:14][CH:13]=1)[C:6](C1C=CC=CC=1)=[CH:5]2.C([O-])(O)=O.[Na+]. Product: [CH3:9][CH:4]([NH2:3])[CH2:5][CH2:6][CH2:7][CH2:12][CH2:13][CH3:14]. The catalyst class is: 67. (5) Reactant: Cl[C:2]1[C:11]2[C:6](=[CH:7][CH:8]=[CH:9][C:10]=2[Cl:12])[CH:5]=[C:4]([C@@H:13]([NH:15][C:16]2[N:24]=[CH:23][N:22]=[C:21]3[C:17]=2[N:18]=[CH:19][NH:20]3)[CH3:14])[N:3]=1.[CH3:25][N:26]1[CH2:31][CH2:30][NH:29][CH2:28][CH2:27]1. Product: [Cl:12][C:10]1[CH:9]=[CH:8][CH:7]=[C:6]2[C:11]=1[C:2]([N:29]1[CH2:30][CH2:31][N:26]([CH3:25])[CH2:27][CH2:28]1)=[N:3][C:4]([C@@H:13]([NH:15][C:16]1[N:24]=[CH:23][N:22]=[C:21]3[C:17]=1[N:18]=[CH:19][NH:20]3)[CH3:14])=[CH:5]2. The catalyst class is: 12. (6) Reactant: [H-].[Na+].[Cl:3][C:4]1[C:5]2[CH:13]=[CH:12][NH:11][C:6]=2[N:7]=[C:8]([NH2:10])[N:9]=1.Br[CH2:15][CH2:16][O:17][Si:18]([C:21]([CH3:24])([CH3:23])[CH3:22])([CH3:20])[CH3:19].O. Product: [Si:18]([O:17][CH2:16][CH2:15][N:11]1[C:6]2[N:7]=[C:8]([NH2:10])[N:9]=[C:4]([Cl:3])[C:5]=2[CH:13]=[CH:12]1)([C:21]([CH3:24])([CH3:23])[CH3:22])([CH3:20])[CH3:19]. The catalyst class is: 3.